From a dataset of Reaction yield outcomes from USPTO patents with 853,638 reactions. Predict the reaction yield, written as a fraction of the theoretical maximum amount of product (1.0 means a 100% yield; for example, 0.34 means a 34% yield). (1) The reactants are C[N+]1([O-])CCOCC1.[CH3:9][C:10]([C@@H:15]1[CH2:20][CH2:19][O:18][C:17]([CH3:22])([CH3:21])[O:16]1)([CH:12]([OH:14])[CH3:13])[CH3:11]. The catalyst is C(Cl)Cl.C([N+](CCC)(CCC)CCC)CC.[Ru]([O-])(=O)(=O)=O. The product is [CH3:11][C:10]([C@@H:15]1[CH2:20][CH2:19][O:18][C:17]([CH3:22])([CH3:21])[O:16]1)([C:12](=[O:14])[CH3:13])[CH3:9]. The yield is 0.945. (2) The reactants are [C:1]([NH:8][CH2:9][C:10](=[O:16])[CH2:11][CH2:12][C:13]([OH:15])=[O:14])([O:3][C:4]([CH3:7])([CH3:6])[CH3:5])=[O:2].O[CH2:18][CH2:19][CH2:20][CH2:21][CH2:22][CH2:23][CH2:24][CH2:25][CH2:26][CH2:27][CH2:28][C:29]([O:31][CH2:32][C:33]([Cl:36])([Cl:35])[Cl:34])=[O:30].C1(N=C=NC2CCCCC2)CCCCC1.N1C=CC=CC=1. The catalyst is ClCCl. The product is [C:1]([NH:8][CH2:9][C:10](=[O:16])[CH2:11][CH2:12][C:13]([O:15][CH2:18][CH2:19][CH2:20][CH2:21][CH2:22][CH2:23][CH2:24][CH2:25][CH2:26][CH2:27][CH2:28][C:29]([O:31][CH2:32][C:33]([Cl:34])([Cl:35])[Cl:36])=[O:30])=[O:14])([O:3][C:4]([CH3:7])([CH3:6])[CH3:5])=[O:2]. The yield is 0.300. (3) The reactants are [CH3:1][O:2][C:3](=[O:14])[C:4]1[CH:9]=[C:8]([N+:10]([O-:12])=[O:11])[CH:7]=[CH:6][C:5]=1[CH3:13].C1C(=O)N([Br:22])C(=O)C1.C(OOC(=O)C1C=CC=CC=1)(=O)C1C=CC=CC=1. The catalyst is C(Cl)(Cl)(Cl)Cl. The product is [CH3:1][O:2][C:3](=[O:14])[C:4]1[CH:9]=[C:8]([N+:10]([O-:12])=[O:11])[CH:7]=[CH:6][C:5]=1[CH2:13][Br:22]. The yield is 0.890. (4) The product is [ClH:29].[CH3:1][CH:2]([CH3:28])[CH2:3][C@H:4]([NH2:21])[C:5]1[CH:6]=[N:7][C:8]([C:11]2[CH:16]=[CH:15][C:14]([C:17]([F:20])([F:19])[F:18])=[CH:13][CH:12]=2)=[N:9][CH:10]=1. The yield is 0.970. The reactants are [CH3:1][CH:2]([CH3:28])[CH2:3][C@H:4]([NH:21][S@](C(C)(C)C)=O)[C:5]1[CH:6]=[N:7][C:8]([C:11]2[CH:16]=[CH:15][C:14]([C:17]([F:20])([F:19])[F:18])=[CH:13][CH:12]=2)=[N:9][CH:10]=1.[ClH:29].CCOCC. The catalyst is CO. (5) The reactants are Br[C:2]1[S:3][CH:4]=[CH:5][C:6]=1[CH3:7].[Li]CCCC.C(O[B:17]1[O:21][C:20]([CH3:23])([CH3:22])[C:19]([CH3:25])([CH3:24])[O:18]1)(C)C. The catalyst is C1COCC1. The product is [CH3:24][C:19]1([CH3:25])[C:20]([CH3:23])([CH3:22])[O:21][B:17]([C:2]2[S:3][CH:4]=[CH:5][C:6]=2[CH3:7])[O:18]1. The yield is 0.530.